This data is from Reaction yield outcomes from USPTO patents with 853,638 reactions. The task is: Predict the reaction yield, written as a fraction of the theoretical maximum amount of product (1.0 means a 100% yield; for example, 0.34 means a 34% yield). (1) The reactants are [CH3:1][C:2]1[C:6]([C:7]2[N:11]([C:12]3[CH:17]=[CH:16][C:15]([O:18][CH3:19])=[CH:14][CH:13]=3)[N:10]=[C:9]([CH2:20][CH2:21][CH3:22])[C:8]=2/[CH:23]=[N:24]/O)=[C:5]([CH3:26])[O:4][N:3]=1. The catalyst is C(OC(=O)C)(=O)C. The product is [CH3:1][C:2]1[C:6]([C:7]2[N:11]([C:12]3[CH:13]=[CH:14][C:15]([O:18][CH3:19])=[CH:16][CH:17]=3)[N:10]=[C:9]([CH2:20][CH2:21][CH3:22])[C:8]=2[C:23]#[N:24])=[C:5]([CH3:26])[O:4][N:3]=1. The yield is 1.00. (2) The reactants are C([O:3][C:4](=[O:19])[CH:5]([O:16][CH2:17][CH3:18])[CH2:6][C:7]1[CH:8]=[C:9]2[C:13](=[CH:14][CH:15]=1)[NH:12][CH:11]=[CH:10]2)C.Cl[CH2:21][C:22]1[N:23]=[C:24]([C:28]2[CH:33]=[C:32]([CH3:34])[CH:31]=[C:30]([CH3:35])[CH:29]=2)[O:25][C:26]=1[CH3:27]. No catalyst specified. The product is [CH3:34][C:32]1[CH:33]=[C:28]([C:24]2[O:25][C:26]([CH3:27])=[C:22]([CH2:21][N:12]3[C:13]4[C:9](=[CH:8][C:7]([CH2:6][CH:5]([O:16][CH2:17][CH3:18])[C:4]([OH:3])=[O:19])=[CH:15][CH:14]=4)[CH:10]=[CH:11]3)[N:23]=2)[CH:29]=[C:30]([CH3:35])[CH:31]=1. The yield is 0.450. (3) The reactants are [NH2:1][C:2]1[CH:23]=[CH:22][C:5]([O:6][CH2:7][C:8]2[O:12][C:11]([NH:13][C:14]3[CH:19]=[CH:18][C:17]([Cl:20])=[C:16]([Cl:21])[CH:15]=3)=[N:10][N:9]=2)=[CH:4][CH:3]=1.Cl[C:25]([O:27][CH:28]([CH3:30])[CH3:29])=[O:26]. The catalyst is N1C=CC=CC=1. The product is [Cl:21][C:16]1[CH:15]=[C:14]([NH:13][C:11]2[O:12][C:8]([CH2:7][O:6][C:5]3[CH:22]=[CH:23][C:2]([NH:1][C:25](=[O:26])[O:27][CH:28]([CH3:30])[CH3:29])=[CH:3][CH:4]=3)=[N:9][N:10]=2)[CH:19]=[CH:18][C:17]=1[Cl:20]. The yield is 0.140. (4) The reactants are [CH3:1][O:2][C:3](=[O:19])[NH:4][C:5]1[S:6][C:7]2[C:13]([N+:14]([O-])=O)=[CH:12][CH:11]=[C:10]([O:17][CH3:18])[C:8]=2[N:9]=1. The catalyst is CO.ClCCl.[Pt](=O)=O. The product is [CH3:1][O:2][C:3](=[O:19])[NH:4][C:5]1[S:6][C:7]2[C:13]([NH2:14])=[CH:12][CH:11]=[C:10]([O:17][CH3:18])[C:8]=2[N:9]=1. The yield is 0.900. (5) The reactants are [Br:1][C:2]1[CH:3]=[C:4]2[C:8](=[CH:9][CH:10]=1)[NH:7][N:6]=C2N.IC.COC(C)(C)C.C([O-])([O-])=O.[Na+].[Na+].[CH3:26][N:27]([CH:29]=O)[CH3:28]. The catalyst is O. The product is [Br:1][C:2]1[CH:10]=[C:9]2[C:8](=[CH:4][CH:3]=1)[NH:7][N:6]=[C:29]2[N:27]([CH3:28])[CH3:26]. The yield is 0.0200. (6) The reactants are Cl[Si](Cl)(Cl)Cl.[N-:6]=[N+:7]=[N-:8].[Na+].[CH3:10][O:11][C:12]([C:14]1[CH:15]=[C:16]([C:24]2[CH:29]=[CH:28][C:27]([CH3:30])=[CH:26][CH:25]=2)[CH:17]=[C:18]([NH:20][C:21](=O)[CH3:22])[CH:19]=1)=[O:13]. The catalyst is C(#N)C. The product is [CH3:10][O:11][C:12]([C:14]1[CH:15]=[C:16]([C:24]2[CH:29]=[CH:28][C:27]([CH3:30])=[CH:26][CH:25]=2)[CH:17]=[C:18]([N:20]2[C:21]([CH3:22])=[N:8][N:7]=[N:6]2)[CH:19]=1)=[O:13]. The yield is 0.850. (7) The reactants are Cl.[Br:2][C:3]1[CH:8]=[CH:7][C:6]([NH:9]N)=[CH:5][CH:4]=1.[F:11][C:12]1[CH:17]=[CH:16][CH:15]=[CH:14][C:13]=1[C:18](=O)[CH2:19][CH3:20]. The catalyst is C(O)(=O)C. The product is [Br:2][C:3]1[CH:8]=[C:7]2[C:6](=[CH:5][CH:4]=1)[NH:9][C:18]([C:13]1[CH:14]=[CH:15][CH:16]=[CH:17][C:12]=1[F:11])=[C:19]2[CH3:20]. The yield is 0.700.